This data is from Catalyst prediction with 721,799 reactions and 888 catalyst types from USPTO. The task is: Predict which catalyst facilitates the given reaction. (1) The catalyst class is: 25. Product: [O:3]=[C:2]1[N:18]([C:19]2[CH:24]=[CH:23][CH:22]=[CH:21][CH:20]=2)[CH:4]=[C:5]([C:8]([O:10][CH3:11])=[O:9])[CH:6]=[CH:7]1. Reactant: O=[C:2]1[CH:7]=[CH:6][C:5]([C:8]([O:10][CH3:11])=[O:9])=[CH:4][O:3]1.N1C=CC=CC=1.[NH2:18][C:19]1[CH:24]=[CH:23][CH:22]=[CH:21][CH:20]=1. (2) The catalyst class is: 329. Reactant: [CH3:1][N:2]1[C:6](/[CH:7]=[CH:8]/[C:9]([OH:11])=O)=[CH:5][CH:4]=[N:3]1.[CH2:12]([O:19][C:20]1[CH:21]=[C:22]([CH2:28][CH2:29][NH2:30])[CH:23]=[CH:24][C:25]=1[O:26][CH3:27])[C:13]1[CH:18]=[CH:17][CH:16]=[CH:15][CH:14]=1.CCN(C(C)C)C(C)C.CN(C(ON1N=NC2C=CC=NC1=2)=[N+](C)C)C.F[P-](F)(F)(F)(F)F. Product: [CH2:12]([O:19][C:20]1[CH:21]=[C:22]([CH2:28][CH2:29][NH:30][C:9](=[O:11])/[CH:8]=[CH:7]/[C:6]2[N:2]([CH3:1])[N:3]=[CH:4][CH:5]=2)[CH:23]=[CH:24][C:25]=1[O:26][CH3:27])[C:13]1[CH:14]=[CH:15][CH:16]=[CH:17][CH:18]=1. (3) Reactant: [OH:1][CH2:2][C@@H:3]1[CH2:8][N:7]([C:9]([O:11][CH2:12][C:13]2[CH:18]=[CH:17][CH:16]=[CH:15][CH:14]=2)=[O:10])[CH2:6][CH2:5][N:4]1C(OC(C)(C)C)=O.[ClH:26]. The catalyst class is: 10. Product: [ClH:26].[OH:1][CH2:2][C@H:3]1[NH:4][CH2:5][CH2:6][N:7]([C:9]([O:11][CH2:12][C:13]2[CH:18]=[CH:17][CH:16]=[CH:15][CH:14]=2)=[O:10])[CH2:8]1. (4) Reactant: [CH:1]1(/[CH:7]=[CH:8]/[C:9]2[CH:14]=[CH:13][CH:12]=[CH:11][CH:10]=2)[CH2:6][CH2:5][CH2:4][CH2:3][CH2:2]1.[H][H]. Product: [CH:9]1([CH2:8][CH2:7][C:1]2[CH:2]=[CH:3][CH:4]=[CH:5][CH:6]=2)[CH2:14][CH2:13][CH2:12][CH2:11][CH2:10]1. The catalyst class is: 78. (5) The catalyst class is: 318. Reactant: Cl[C:2]1[N:7]=[C:6]([CH3:8])[C:5]([F:9])=[CH:4][N:3]=1.[CH3:10][O:11][C:12]([CH:14]1[CH2:19][CH2:18][C:17]([C:21]2[S:22][C:23]([C:26]3[CH:31]=[C:30]([CH3:32])[CH:29]=[C:28]([NH2:33])[CH:27]=3)=[CH:24][N:25]=2)([OH:20])[CH2:16][C:15]1([CH3:35])[CH3:34])=[O:13].CC1(C)C2C(=C(P(C3C=CC=CC=3)C3C=CC=CC=3)C=CC=2)OC2C(P(C3C=CC=CC=3)C3C=CC=CC=3)=CC=CC1=2.C([O-])([O-])=O.[Cs+].[Cs+]. Product: [CH3:10][O:11][C:12]([CH:14]1[CH2:19][CH2:18][C:17]([C:21]2[S:22][C:23]([C:26]3[CH:31]=[C:30]([CH3:32])[CH:29]=[C:28]([NH:33][C:2]4[N:7]=[C:6]([CH3:8])[C:5]([F:9])=[CH:4][N:3]=4)[CH:27]=3)=[CH:24][N:25]=2)([OH:20])[CH2:16][C:15]1([CH3:35])[CH3:34])=[O:13]. (6) Reactant: [NH2:1][C@@H:2]1[C:10]2[C:5](=[CH:6][CH:7]=[CH:8][CH:9]=2)[CH2:4][C@@H:3]1[OH:11].C(Cl)Cl.C(N(CC)CC)C.[CH3:22][S:23](Cl)(=[O:25])=[O:24]. Product: [CH3:22][S:23]([O:11][C@H:3]1[CH2:4][C:5]2[C:10](=[CH:9][CH:8]=[CH:7][CH:6]=2)[C@H:2]1[NH:1][S:23]([CH3:22])(=[O:25])=[O:24])(=[O:25])=[O:24]. The catalyst class is: 6. (7) Reactant: [C:1]([S:5]([CH2:8][CH2:9][CH2:10][NH:11]C(=O)OC(C)(C)C)(=[O:7])=[O:6])([CH3:4])([CH3:3])[CH3:2].[ClH:19]. Product: [ClH:19].[C:1]([S:5]([CH2:8][CH2:9][CH2:10][NH2:11])(=[O:6])=[O:7])([CH3:4])([CH3:3])[CH3:2]. The catalyst class is: 7. (8) Reactant: [Si](I)(C)(C)C.C[O:7][C:8]1[C:13]([C:14]2[CH:15]=[N:16][CH:17]=[C:18]([C:20]([NH:22][C:23]3[CH:28]=[CH:27][C:26]([O:29][C:30]([F:33])([F:32])[F:31])=[CH:25][CH:24]=3)=[O:21])[CH:19]=2)=[CH:12][CH:11]=[CH:10][N:9]=1.CO. Product: [OH:7][C:8]1[C:13]([C:14]2[CH:15]=[N:16][CH:17]=[C:18]([C:20]([NH:22][C:23]3[CH:24]=[CH:25][C:26]([O:29][C:30]([F:33])([F:31])[F:32])=[CH:27][CH:28]=3)=[O:21])[CH:19]=2)=[CH:12][CH:11]=[CH:10][N:9]=1. The catalyst class is: 22.